From a dataset of Forward reaction prediction with 1.9M reactions from USPTO patents (1976-2016). Predict the product of the given reaction. (1) The product is: [CH:1]1([CH:4]([C:11]2[CH:16]=[C:15]([O:17][CH2:18][C:19]3[N:24]=[C:23]([O:25][CH2:26][CH:27]([CH3:29])[CH3:28])[C:22]([C:30]4[CH:35]=[C:34]([O:36][CH3:37])[CH:33]=[CH:32][C:31]=4[F:38])=[CH:21][N:20]=3)[N:14]=[CH:13][N:12]=2)[CH2:5][C:6]([OH:8])=[O:7])[CH2:2][CH2:3]1. Given the reactants [CH:1]1([CH:4]([C:11]2[CH:16]=[C:15]([O:17][CH2:18][C:19]3[N:24]=[C:23]([O:25][CH2:26][CH:27]([CH3:29])[CH3:28])[C:22]([C:30]4[CH:35]=[C:34]([O:36][CH3:37])[CH:33]=[CH:32][C:31]=4[F:38])=[CH:21][N:20]=3)[N:14]=[CH:13][N:12]=2)[CH2:5][C:6]([O:8]CC)=[O:7])[CH2:3][CH2:2]1.[OH-].[Na+].Cl, predict the reaction product. (2) Given the reactants C([O:3][C:4]([C:6]1([CH:19]([C:22]2[CH:23]=[N:24][CH:25]=[CH:26][CH:27]=2)[CH2:20][NH2:21])[CH2:11][CH2:10][CH2:9][N:8]([C:12]([O:14][C:15]([CH3:18])([CH3:17])[CH3:16])=[O:13])[CH2:7]1)=O)C, predict the reaction product. The product is: [C:15]([O:14][C:12]([N:8]1[CH2:9][CH2:10][CH2:11][C:6]2([C:4](=[O:3])[NH:21][CH2:20][CH:19]2[C:22]2[CH:23]=[N:24][CH:25]=[CH:26][CH:27]=2)[CH2:7]1)=[O:13])([CH3:16])([CH3:17])[CH3:18]. (3) Given the reactants [Cl:1][C:2]1[CH:3]=[CH:4][C:5]([O:14][CH3:15])=[C:6]([C:8]2[CH:9]=[N:10][NH:11][C:12]=2[NH2:13])[CH:7]=1.[H-].[Na+].Br[CH2:19][CH2:20][CH2:21]Br, predict the reaction product. The product is: [Cl:1][C:2]1[CH:3]=[CH:4][C:5]([O:14][CH3:15])=[C:6]([C:8]2[CH:9]=[N:10][N:11]3[CH2:21][CH2:20][CH2:19][NH:13][C:12]=23)[CH:7]=1. (4) Given the reactants P(Br)(Br)[Br:2].[CH3:5][C:6]([C:9]1[CH:10]=[C:11]([S:15]([N:18]2[C:26]3[C:21](=[CH:22][C:23]([C:27]([F:30])([F:29])[F:28])=[CH:24][CH:25]=3)[CH:20]=[C:19]2[CH2:31]O)(=[O:17])=[O:16])[CH:12]=[CH:13][CH:14]=1)([CH3:8])[CH3:7].C(O)C, predict the reaction product. The product is: [Br:2][CH2:31][C:19]1[N:18]([S:15]([C:11]2[CH:12]=[CH:13][CH:14]=[C:9]([C:6]([CH3:7])([CH3:8])[CH3:5])[CH:10]=2)(=[O:16])=[O:17])[C:26]2[C:21]([CH:20]=1)=[CH:22][C:23]([C:27]([F:28])([F:29])[F:30])=[CH:24][CH:25]=2. (5) Given the reactants O1C2C=CC=CC=2N=C1N[C@H]1CCC[C@@H]1NC(=O)C1C=CC=CC=1N1N=CC=N1.Cl.[NH2:31][C@H:32]1[CH2:36][CH2:35][CH2:34][C@@H:33]1[NH:37][C:38](=[O:50])[C:39]1[CH:44]=[CH:43][CH:42]=[CH:41][C:40]=1[N:45]1[N:49]=[CH:48][CH:47]=[N:46]1.Cl[C:52]1[S:53][C:54]2[CH:55]=[N:56][CH:57]=[C:58]([Cl:61])[C:59]=2[N:60]=1, predict the reaction product. The product is: [Cl:61][C:58]1[C:59]2[N:60]=[C:52]([NH:31][C@H:32]3[CH2:36][CH2:35][CH2:34][C@@H:33]3[NH:37][C:38](=[O:50])[C:39]3[CH:44]=[CH:43][CH:42]=[CH:41][C:40]=3[N:45]3[N:46]=[CH:47][CH:48]=[N:49]3)[S:53][C:54]=2[CH:55]=[N:56][CH:57]=1. (6) Given the reactants O[C:2]1[C:3]2[C:10]3[CH:11]=[C:12]([C:15]([O:17][CH2:18][CH3:19])=[O:16])[CH:13]=[CH:14][C:9]=3[S:8][C:4]=2[N:5]=[CH:6][N:7]=1.O=P(Cl)(Cl)[Cl:22], predict the reaction product. The product is: [Cl:22][C:2]1[C:3]2[C:10]3[CH:11]=[C:12]([C:15]([O:17][CH2:18][CH3:19])=[O:16])[CH:13]=[CH:14][C:9]=3[S:8][C:4]=2[N:5]=[CH:6][N:7]=1.